This data is from Full USPTO retrosynthesis dataset with 1.9M reactions from patents (1976-2016). The task is: Predict the reactants needed to synthesize the given product. (1) Given the product [N+:10](/[C:13](/[CH3:14])=[CH:5]/[C:4]1[CH:3]=[C:2]([OH:1])[CH:9]=[CH:8][CH:7]=1)([O-:12])=[O:11], predict the reactants needed to synthesize it. The reactants are: [OH:1][C:2]1[CH:3]=[C:4]([CH:7]=[CH:8][CH:9]=1)[CH:5]=O.[N+:10]([CH2:13][CH3:14])([O-:12])=[O:11].C([O-])(=O)C.[NH4+].O. (2) Given the product [CH3:1][C:2]1[N:6]([CH2:7][C:8]2[CH:9]=[CH:10][C:11]([CH3:14])=[CH:12][CH:13]=2)[N:5]=[C:4]([C:15]2[O:19][N:18]=[C:17]([C:20]3[CH:25]=[CH:24][C:23]([S:26]([C:27]4[CH:32]=[CH:31][CH:30]=[CH:29][CH:28]=4)=[O:33])=[CH:22][CH:21]=3)[N:16]=2)[CH:3]=1, predict the reactants needed to synthesize it. The reactants are: [CH3:1][C:2]1[N:6]([CH2:7][C:8]2[CH:13]=[CH:12][C:11]([CH3:14])=[CH:10][CH:9]=2)[N:5]=[C:4]([C:15]2[O:19][N:18]=[C:17]([C:20]3[CH:25]=[CH:24][C:23]([S:26][C:27]4[CH:32]=[CH:31][CH:30]=[CH:29][CH:28]=4)=[CH:22][CH:21]=3)[N:16]=2)[CH:3]=1.[OH:33]O.O. (3) Given the product [Cl:26][C:16]1[C:17]2[S:22][CH2:21][CH2:20][C:18]=2[N:19]=[C:14]([N:11]2[CH2:12][CH2:13][N:8]([C:5]3[CH:6]=[CH:7][C:2]([OH:1])=[CH:3][CH:4]=3)[CH2:9][CH2:10]2)[N:15]=1, predict the reactants needed to synthesize it. The reactants are: [OH:1][C:2]1[CH:7]=[CH:6][C:5]([N:8]2[CH2:13][CH2:12][N:11]([C:14]3[N:15]=[C:16](O)[C:17]4[S:22][CH2:21][CH2:20][C:18]=4[N:19]=3)[CH2:10][CH2:9]2)=[CH:4][CH:3]=1.P(Cl)(Cl)([Cl:26])=O. (4) Given the product [CH3:27][C:26]([CH3:29])([CH3:28])[CH2:25][CH2:24][N:21]1[CH2:22][CH2:23][N:18]([C:16](=[O:17])[CH2:15][CH2:14][CH2:13][C:10]2[CH:11]=[CH:12][C:7]([C:6]([OH:31])=[O:5])=[CH:8][C:9]=2[CH3:30])[CH2:19][CH2:20]1, predict the reactants needed to synthesize it. The reactants are: O.[OH-].[Li+].C[O:5][C:6](=[O:31])[C:7]1[CH:12]=[CH:11][C:10]([CH2:13][CH2:14][CH2:15][C:16]([N:18]2[CH2:23][CH2:22][N:21]([CH2:24][CH2:25][C:26]([CH3:29])([CH3:28])[CH3:27])[CH2:20][CH2:19]2)=[O:17])=[C:9]([CH3:30])[CH:8]=1. (5) Given the product [CH3:4][C:2]([C:5]1[C:10]([C:11]2[CH:16]=[C:15]([O:17][CH3:18])[CH:14]=[CH:13][C:12]=2[F:19])=[CH:9][C:8]([CH2:20][O:21][C:22]2[CH:23]=[CH:24][C:25]([C@H:28](/[CH:35]=[CH:36]/[CH3:37])[CH2:29][C:30]([OH:32])=[O:31])=[CH:26][CH:27]=2)=[CH:7][CH:6]=1)([CH3:1])[CH3:3], predict the reactants needed to synthesize it. The reactants are: [CH3:1][C:2]([C:5]1[C:10]([C:11]2[CH:16]=[C:15]([O:17][CH3:18])[CH:14]=[CH:13][C:12]=2[F:19])=[CH:9][C:8]([CH2:20][O:21][C:22]2[CH:27]=[CH:26][C:25]([C@H:28](/[CH:35]=[CH:36]/[CH3:37])[CH2:29][C:30]([O:32]CC)=[O:31])=[CH:24][CH:23]=2)=[CH:7][CH:6]=1)([CH3:4])[CH3:3].C1COCC1.CCO.[OH-].[Li+]. (6) Given the product [Cl:28][C:18]1[CH:19]=[C:20]([CH:21]=[CH:22][C:23]([N:10]2[CH2:9][C@H:8]([CH2:11][CH:12]([CH3:14])[CH3:13])[NH:7][C:6](=[O:15])[C@@H:5]2[CH2:1][CH:2]([CH3:4])[CH3:3])=[O:24])[CH:26]=[CH:27][C:17]=1[F:16], predict the reactants needed to synthesize it. The reactants are: [CH2:1]([C@@H:5]1[NH:10][CH2:9][C@H:8]([CH2:11][CH:12]([CH3:14])[CH3:13])[NH:7][C:6]1=[O:15])[CH:2]([CH3:4])[CH3:3].[F:16][C:17]1[CH:27]=[CH:26][C:20](/[CH:21]=[CH:22]/[C:23](O)=[O:24])=[CH:19][C:18]=1[Cl:28].C([C@@H]1N(C(=O)/C=C/C2C=CC=CC=2)C[C@H](CC(C)C)NC1=O)C(C)C.